From a dataset of Full USPTO retrosynthesis dataset with 1.9M reactions from patents (1976-2016). Predict the reactants needed to synthesize the given product. (1) Given the product [N+:26]([C:29]1[CH:34]=[CH:33][CH:32]=[CH:31][C:30]=1[S:35][S:5][C@H:6]1[C:14]2[C:9](=[CH:10][CH:11]=[CH:12][CH:13]=2)[C@H:8]([N:15]2[C:23](=[O:24])[C:22]3[C:17](=[CH:18][CH:19]=[CH:20][CH:21]=3)[C:16]2=[O:25])[CH2:7]1)([O-:28])=[O:27], predict the reactants needed to synthesize it. The reactants are: C([S:5][C@H:6]1[C:14]2[C:9](=[CH:10][CH:11]=[CH:12][CH:13]=2)[C@H:8]([N:15]2[C:23](=[O:24])[C:22]3[C:17](=[CH:18][CH:19]=[CH:20][CH:21]=3)[C:16]2=[O:25])[CH2:7]1)(C)(C)C.[N+:26]([C:29]1[CH:34]=[CH:33][CH:32]=[CH:31][C:30]=1[S:35]Cl)([O-:28])=[O:27]. (2) Given the product [Br:29][CH2:14][C:11]1[N:10]=[CH:9][C:8]([C:7]2[CH:6]=[CH:5][C:4]([N:16]3[CH2:20][C@H:19]([CH2:21][N:22]4[CH:26]=[CH:25][N:24]=[N:23]4)[O:18][C:17]3=[O:27])=[CH:3][C:2]=2[F:1])=[CH:13][CH:12]=1, predict the reactants needed to synthesize it. The reactants are: [F:1][C:2]1[CH:3]=[C:4]([N:16]2[CH2:20][C@H:19]([CH2:21][N:22]3[CH:26]=[CH:25][N:24]=[N:23]3)[O:18][C:17]2=[O:27])[CH:5]=[CH:6][C:7]=1[C:8]1[CH:9]=[N:10][C:11]([CH2:14]O)=[CH:12][CH:13]=1.C(Br)(Br)(Br)[Br:29].C1C=CC(P(C2C=CC=CC=2)C2C=CC=CC=2)=CC=1.